Dataset: Full USPTO retrosynthesis dataset with 1.9M reactions from patents (1976-2016). Task: Predict the reactants needed to synthesize the given product. (1) Given the product [CH2:31]([N:38]1[C:42](=[O:43])[C:41](=[C:44]2[N:48]([CH3:49])[C:47]3[CH:50]=[CH:51][CH:52]=[CH:53][C:46]=3[S:45]2)[S:40][C:39]1=[N:17][C:5]1[CH:6]=[C:7]([NH:8][C:9](=[O:14])[C:10]([F:13])([F:12])[F:11])[CH:15]=[CH:16][C:4]=1[NH:3][CH2:1][CH3:2])[C:32]1[CH:33]=[CH:34][CH:35]=[CH:36][CH:37]=1, predict the reactants needed to synthesize it. The reactants are: [CH2:1]([NH:3][C:4]1[CH:16]=[CH:15][C:7]([NH:8][C:9](=[O:14])[C:10]([F:13])([F:12])[F:11])=[CH:6][C:5]=1[N+:17]([O-])=O)[CH3:2].C1(C)C=CC(S([O-])(=O)=O)=CC=1.[CH2:31]([N:38]1[C:42](=[O:43])[C:41](=[C:44]2[N:48]([CH3:49])[C:47]3[CH:50]=[CH:51][CH:52]=[CH:53][C:46]=3[S:45]2)[S:40][CH2+:39]1SC)[C:32]1[CH:37]=[CH:36][CH:35]=[CH:34][CH:33]=1. (2) Given the product [CH3:7][C:8]1([CH3:20])[CH2:9][O:10][C:11]2([CH2:12][CH2:13][CH:14]([OH:15])[CH2:16][CH2:17]2)[O:18][CH2:19]1, predict the reactants needed to synthesize it. The reactants are: [H-].[Al+3].[Li+].[H-].[H-].[H-].[CH3:7][C:8]1([CH3:20])[CH2:19][O:18][C:11]2([CH2:17][CH2:16][C:14](=[O:15])[CH2:13][CH2:12]2)[O:10][CH2:9]1.O.[OH-].[Na+]. (3) Given the product [Cl:1][C:2]1[CH:3]=[C:4]([C:8]2[C:16]3[C:15]([NH2:17])=[N:14][CH:13]=[N:12][C:11]=3[S:10][C:9]=2[CH3:18])[CH:5]=[CH:6][C:7]=1[N+:19]([O-:21])=[O:20], predict the reactants needed to synthesize it. The reactants are: [Cl:1][C:2]1[CH:3]=[C:4]([C:8]2[C:16]3[C:15]([NH2:17])=[N:14][CH:13]=[N:12][C:11]=3[S:10][C:9]=2[CH3:18])[CH:5]=[CH:6][CH:7]=1.[N+:19]([O-])([OH:21])=[O:20].C([O-])([O-])=O.[Na+].[Na+]. (4) Given the product [CH3:18][C:14]1[CH:13]=[C:12]([C:10](=[O:11])[CH2:9][C@H:8]([C:5]2[CH:4]=[CH:3][C:2]([N:26]3[CH2:31][CH2:30][CH:29]([C:32]([OH:34])=[O:33])[CH2:28][CH2:27]3)=[CH:7][CH:6]=2)[C:19]2[CH:24]=[CH:23][CH:22]=[CH:21][C:20]=2[CH3:25])[CH:17]=[CH:16][N:15]=1, predict the reactants needed to synthesize it. The reactants are: Br[C:2]1[CH:7]=[CH:6][C:5]([C@H:8]([C:19]2[CH:24]=[CH:23][CH:22]=[CH:21][C:20]=2[CH3:25])[CH2:9][C:10]([C:12]2[CH:17]=[CH:16][N:15]=[C:14]([CH3:18])[CH:13]=2)=[O:11])=[CH:4][CH:3]=1.[NH:26]1[CH2:31][CH2:30][CH:29]([C:32]([O:34]CC)=[O:33])[CH2:28][CH2:27]1.CC(C)([O-])C.[Na+].C1(P(C2CCCCC2)C2C=CC=CC=2C2C(C(C)C)=CC(C(C)C)=CC=2C(C)C)CCCCC1.[OH-].[Li+].S([O-])(O)(=O)=O.[K+].[Cl-].[NH4+]. (5) The reactants are: C(Cl)(=O)C(Cl)=O.CS(C)=O.[OH:11][CH:12]([C@@H:24]([NH:38][C:39](=[O:55])[O:40][CH2:41][C:42]1([CH2:48][C:49]2[CH:54]=[CH:53][CH:52]=[CH:51][CH:50]=2)[CH2:47][CH2:46][CH2:45][CH2:44][CH2:43]1)[CH2:25][CH2:26][CH2:27][CH2:28][NH:29][C:30]([N:32]1[CH2:37][CH2:36][O:35][CH2:34][CH2:33]1)=[O:31])[C:13](=[O:23])[NH:14][C@@H:15]([C:17]1[CH:22]=[CH:21][CH:20]=[CH:19][CH:18]=1)[CH3:16].C(N(CC)CC)C. Given the product [N:32]1([C:30]([NH:29][CH2:28][CH2:27][CH2:26][CH2:25][C@H:24]([NH:38][C:39](=[O:55])[O:40][CH2:41][C:42]2([CH2:48][C:49]3[CH:50]=[CH:51][CH:52]=[CH:53][CH:54]=3)[CH2:43][CH2:44][CH2:45][CH2:46][CH2:47]2)[C:12](=[O:11])[C:13](=[O:23])[NH:14][C@@H:15]([C:17]2[CH:18]=[CH:19][CH:20]=[CH:21][CH:22]=2)[CH3:16])=[O:31])[CH2:37][CH2:36][O:35][CH2:34][CH2:33]1, predict the reactants needed to synthesize it. (6) Given the product [CH3:5][CH:6]([CH3:7])[CH2:9][NH:11][C@@H:12]1[C:21]2[N:20]=[CH:19][CH:18]=[CH:17][C:16]=2[CH2:15][CH2:14][CH2:13]1, predict the reactants needed to synthesize it. The reactants are: COC1C=[CH:7][C:6]([C@@H:9]([NH:11][C@@H:12]2[C:21]3[N:20]=[CH:19][CH:18]=[CH:17][C:16]=3[CH2:15][CH2:14][CH2:13]2)C)=[CH:5]C=1.C(=O)C(C)C.CN([C@H](C1C=CC(OC)=CC=1)C)[C@@H]1C2N=CC=CC=2CCC1.CN[C@H]1C2N=CC=CC=2CCC1. (7) Given the product [CH3:3][N:4]1[CH2:10][C@H:9]2[N:11]([C:13]3[CH:18]=[N:17][C:16]([N+:19]([O-:21])=[O:20])=[CH:15][CH:14]=3)[C@H:6]([CH2:7][CH2:8]2)[CH2:5]1, predict the reactants needed to synthesize it. The reactants are: Cl.Cl.[CH3:3][N:4]1[CH2:10][C@H:9]2[NH:11][C@H:6]([CH2:7][CH2:8]2)[CH2:5]1.F[C:13]1[CH:14]=[CH:15][C:16]([N+:19]([O-:21])=[O:20])=[N:17][CH:18]=1.C(N(CC)CC)C.